Dataset: Reaction yield outcomes from USPTO patents with 853,638 reactions. Task: Predict the reaction yield, written as a fraction of the theoretical maximum amount of product (1.0 means a 100% yield; for example, 0.34 means a 34% yield). (1) The reactants are [Br:1][C:2]1[CH:3]=[N:4][C:5]([Cl:11])=[C:6]([CH:10]=1)[C:7]([O-])=[O:8].[Na+].C(Cl)(=O)C(Cl)=O.C[N:20](C=O)C.N. The catalyst is C(Cl)Cl. The product is [Br:1][C:2]1[CH:3]=[N:4][C:5]([Cl:11])=[C:6]([CH:10]=1)[C:7]([NH2:20])=[O:8]. The yield is 0.430. (2) The reactants are [CH:1]([C:4]1[C:8]([CH2:9][CH2:10][CH2:11][OH:12])=[CH:7][N:6]([C:13]2[CH:18]=[C:17]([C:19]([F:22])([F:21])[F:20])[CH:16]=[CH:15][N:14]=2)[N:5]=1)([CH3:3])[CH3:2].O[C:24]1[C:29]([O:30][CH3:31])=[CH:28][CH:27]=[CH:26][C:25]=1[CH2:32][C:33]([O:35][CH3:36])=[O:34].C(P(CCCC)CCCC)CCC.N(C(N1CCCCC1)=O)=NC(N1CCCCC1)=O. The catalyst is O1CCCC1. The product is [CH:1]([C:4]1[C:8]([CH2:9][CH2:10][CH2:11][O:12][C:24]2[C:29]([O:30][CH3:31])=[CH:28][CH:27]=[CH:26][C:25]=2[CH2:32][C:33]([O:35][CH3:36])=[O:34])=[CH:7][N:6]([C:13]2[CH:18]=[C:17]([C:19]([F:21])([F:20])[F:22])[CH:16]=[CH:15][N:14]=2)[N:5]=1)([CH3:3])[CH3:2]. The yield is 0.850. (3) The reactants are [CH3:1][Si:2]([C:5]#[CH:6])([CH3:4])[CH3:3].Br[C:8]1[C:9]([NH2:15])=[N:10][CH:11]=[C:12]([Br:14])[N:13]=1.CN(C=O)C. The catalyst is CCOC(C)=O.O.[Cu]I.C1C=CC([P]([Pd]([P](C2C=CC=CC=2)(C2C=CC=CC=2)C2C=CC=CC=2)([P](C2C=CC=CC=2)(C2C=CC=CC=2)C2C=CC=CC=2)[P](C2C=CC=CC=2)(C2C=CC=CC=2)C2C=CC=CC=2)(C2C=CC=CC=2)C2C=CC=CC=2)=CC=1. The product is [Br:14][C:12]1[N:13]=[C:8]([C:6]#[C:5][Si:2]([CH3:4])([CH3:3])[CH3:1])[C:9]([NH2:15])=[N:10][CH:11]=1. The yield is 0.750. (4) The reactants are [O:1]1[C:5]2=[CH:6][N:7]=[CH:8][CH:9]=[C:4]2[CH:3]=[C:2]1[C:10]([OH:12])=O.C1C=CC2N(O)N=NC=2C=1.CCN=C=NCCCN(C)C.CCN(C(C)C)C(C)C.[CH2:43]([N:47]1[CH2:52][CH2:51][CH:50]([S:53]([C:55]2[CH:62]=[CH:61][C:58]([CH2:59][NH2:60])=[CH:57][CH:56]=2)=[O:54])[CH2:49][CH2:48]1)[CH:44]([CH3:46])[CH3:45]. The catalyst is CN(C=O)C.C(OCC)(=O)C. The product is [CH2:43]([N:47]1[CH2:52][CH2:51][CH:50]([S:53]([C:55]2[CH:56]=[CH:57][C:58]([CH2:59][NH:60][C:10]([C:2]3[O:1][C:5]4=[CH:6][N:7]=[CH:8][CH:9]=[C:4]4[CH:3]=3)=[O:12])=[CH:61][CH:62]=2)=[O:54])[CH2:49][CH2:48]1)[CH:44]([CH3:46])[CH3:45]. The yield is 0.0800. (5) The reactants are Cl.[F:2][C:3]1[CH:23]=[C:22]([S:24]([CH3:27])(=[O:26])=[O:25])[CH:21]=[CH:20][C:4]=1[O:5][C:6]1[C:11]([CH3:12])=[C:10]([O:13][CH:14]2[CH2:19][CH2:18][NH:17][CH2:16][CH2:15]2)[N:9]=[CH:8][N:7]=1.Br[CH2:29][C:30](=[O:33])[CH2:31][CH3:32].C(N(CC)CC)C. The catalyst is CN(C=O)C. The product is [F:2][C:3]1[CH:23]=[C:22]([S:24]([CH3:27])(=[O:25])=[O:26])[CH:21]=[CH:20][C:4]=1[O:5][C:6]1[N:7]=[CH:8][N:9]=[C:10]([O:13][CH:14]2[CH2:19][CH2:18][N:17]([CH2:29][C:30](=[O:33])[CH2:31][CH3:32])[CH2:16][CH2:15]2)[C:11]=1[CH3:12]. The yield is 0.880.